From a dataset of Forward reaction prediction with 1.9M reactions from USPTO patents (1976-2016). Predict the product of the given reaction. (1) Given the reactants [O:1]=[S:2]1(=[O:15])[CH2:6][C:5]2[CH:7]=[CH:8][C:9]([CH2:11][C:12]([OH:14])=O)=[CH:10][C:4]=2[NH:3]1.CCN=C=NCCCN(C)C.C1C=CC2N(O)N=NC=2C=1.C(N(CC)CC)C.FC(F)(F)C(O)=O.[CH3:51][NH:52][C@@H:53]([C:61]1[CH:66]=[CH:65][CH:64]=[C:63]([C:67]([F:70])([F:69])[F:68])[CH:62]=1)[CH2:54][N:55]1[CH2:59][CH2:58][C@H:57]([OH:60])[CH2:56]1, predict the reaction product. The product is: [O:15]=[S:2]1(=[O:1])[CH2:6][C:5]2[CH:7]=[CH:8][C:9]([CH2:11][C:12]([N:52]([C@@H:53]([C:61]3[CH:66]=[CH:65][CH:64]=[C:63]([C:67]([F:70])([F:68])[F:69])[CH:62]=3)[CH2:54][N:55]3[CH2:59][CH2:58][C@H:57]([OH:60])[CH2:56]3)[CH3:51])=[O:14])=[CH:10][C:4]=2[NH:3]1. (2) Given the reactants [Si:1]([O:8][CH2:9][C:10]1[N:15]=[CH:14][C:13]2[N:16]([C:19]3[S:23][C:22]([C:24]([O:26][CH3:27])=[O:25])=[C:21]([OH:28])[CH:20]=3)[CH:17]=[N:18][C:12]=2[CH:11]=1)([C:4]([CH3:7])([CH3:6])[CH3:5])([CH3:3])[CH3:2].[Cl:29][C:30]1[CH:35]=[CH:34][CH:33]=[CH:32][C:31]=1[CH:36](O)[CH3:37].C1(P(C2C=CC=CC=2)C2C=CC=CC=2)C=CC=CC=1.N(C(OC(C)(C)C)=O)=NC(OC(C)(C)C)=O, predict the reaction product. The product is: [Si:1]([O:8][CH2:9][C:10]1[N:15]=[CH:14][C:13]2[N:16]([C:19]3[S:23][C:22]([C:24]([O:26][CH3:27])=[O:25])=[C:21]([O:28][CH:36]([C:31]4[CH:32]=[CH:33][CH:34]=[CH:35][C:30]=4[Cl:29])[CH3:37])[CH:20]=3)[CH:17]=[N:18][C:12]=2[CH:11]=1)([C:4]([CH3:5])([CH3:6])[CH3:7])([CH3:2])[CH3:3].